From a dataset of Full USPTO retrosynthesis dataset with 1.9M reactions from patents (1976-2016). Predict the reactants needed to synthesize the given product. (1) Given the product [CH3:10][C:11]1[N:12]=[C:13]([C:16]2[C:17](=[O:39])[N:18]3[CH2:24][CH2:23][CH2:22][C:21]4[CH:25]=[CH:26][N:27]=[CH:28][C:20]=4[C:19]3=[C:29]([C:4]3[CH:5]=[CH:6][N:1]=[CH:2][CH:3]=3)[CH:30]=2)[S:14][CH:15]=1, predict the reactants needed to synthesize it. The reactants are: [N:1]1[CH:6]=[CH:5][C:4](B(O)O)=[CH:3][CH:2]=1.[CH3:10][C:11]1[N:12]=[C:13]([C:16]2[C:17](=[O:39])[N:18]3[CH2:24][CH2:23][CH2:22][C:21]4[CH:25]=[CH:26][N:27]=[CH:28][C:20]=4[C:19]3=[C:29](OS(C(F)(F)F)(=O)=O)[CH:30]=2)[S:14][CH:15]=1.P([O-])([O-])([O-])=O.[K+].[K+].[K+].O. (2) Given the product [C:1]([C:3]1[CH:4]=[C:5]([CH:6]=[CH:7][C:8]=1[C:9]([F:12])([F:11])[F:10])[O:14][C:15]1[CH:20]=[CH:19][C:18]([B:21]([OH:23])[OH:22])=[CH:17][CH:16]=1)#[N:2], predict the reactants needed to synthesize it. The reactants are: [C:1]([C:3]1[CH:4]=[C:5](F)[CH:6]=[CH:7][C:8]=1[C:9]([F:12])([F:11])[F:10])#[N:2].[OH:14][C:15]1[CH:20]=[CH:19][C:18]([B:21]([OH:23])[OH:22])=[CH:17][CH:16]=1.C([O-])([O-])=O.[K+].[K+].CN(C=O)C.O.